This data is from Peptide-MHC class II binding affinity with 134,281 pairs from IEDB. The task is: Regression. Given a peptide amino acid sequence and an MHC pseudo amino acid sequence, predict their binding affinity value. This is MHC class II binding data. (1) The peptide sequence is PARLFKAFVLDSDNL. The MHC is HLA-DPA10201-DPB10501 with pseudo-sequence HLA-DPA10201-DPB10501. The binding affinity (normalized) is 0.595. (2) The peptide sequence is HVQDCDESVLTRLEA. The MHC is DRB3_0101 with pseudo-sequence DRB3_0101. The binding affinity (normalized) is 0.455. (3) The binding affinity (normalized) is 0.573. The MHC is HLA-DPA10201-DPB10101 with pseudo-sequence HLA-DPA10201-DPB10101. The peptide sequence is AAAAAYEAAFAATVP. (4) The peptide sequence is AAATALTTVYGAFAA. The MHC is HLA-DPA10103-DPB10401 with pseudo-sequence HLA-DPA10103-DPB10401. The binding affinity (normalized) is 0.419. (5) The peptide sequence is SRPYNIYPHGITDVRPLYSR. The MHC is DRB1_1501 with pseudo-sequence DRB1_1501. The binding affinity (normalized) is 0.0266. (6) The peptide sequence is SCFEIKCTKPEACSG. The MHC is HLA-DQA10301-DQB10302 with pseudo-sequence HLA-DQA10301-DQB10302. The binding affinity (normalized) is 0.166.